Dataset: Full USPTO retrosynthesis dataset with 1.9M reactions from patents (1976-2016). Task: Predict the reactants needed to synthesize the given product. Given the product [Cl:1][C:2]1[CH:11]=[CH:10][CH:9]=[C:4]2[C:3]=1[N:8]=[C:7]([N:12]([CH2:21][C:22]1[CH:27]=[C:26]([O:28][CH2:29][CH3:30])[CH:25]=[C:24]([O:31][CH:32]([CH3:33])[CH3:34])[C:23]=1[F:35])[C:13]1[CH:14]=[CH:15][C:16]([C:17]#[N:18])=[CH:19][CH:20]=1)[CH:6]=[CH:5]2, predict the reactants needed to synthesize it. The reactants are: [Cl:1][C:2]1[CH:3]=[C:4]2[C:9](=[CH:10][CH:11]=1)[N:8]=[C:7]([N:12]([CH2:21][C:22]1[CH:27]=[C:26]([O:28][CH2:29][CH3:30])[CH:25]=[C:24]([O:31][CH:32]([CH3:34])[CH3:33])[C:23]=1[F:35])[C:13]1[CH:20]=[CH:19][C:16]([C:17]#[N:18])=[CH:15][CH:14]=1)[CH:6]=[CH:5]2.BrC1C=CC2C(=C(Cl)C=CC=2)N=1.